This data is from Forward reaction prediction with 1.9M reactions from USPTO patents (1976-2016). The task is: Predict the product of the given reaction. (1) Given the reactants CON(C)[C:4](=[O:32])[C:5]1[CH:10]=[CH:9][CH:8]=[C:7]([NH:11][C:12]2[CH:17]=[C:16]([NH:18][C:19]3[CH:24]=[CH:23][C:22]([O:25][C:26]4[CH:31]=[CH:30][CH:29]=[CH:28][CH:27]=4)=[CH:21][CH:20]=3)[N:15]=[CH:14][N:13]=2)[CH:6]=1.[CH3:34][C:35](C)=[CH:36][Mg]Br, predict the reaction product. The product is: [CH3:36][C:35](=[CH2:34])[C:4]([C:5]1[CH:10]=[CH:9][CH:8]=[C:7]([NH:11][C:12]2[CH:17]=[C:16]([NH:18][C:19]3[CH:24]=[CH:23][C:22]([O:25][C:26]4[CH:31]=[CH:30][CH:29]=[CH:28][CH:27]=4)=[CH:21][CH:20]=3)[N:15]=[CH:14][N:13]=2)[CH:6]=1)=[O:32]. (2) Given the reactants C(C[CH:5]1[C:9]2[CH:10]=[C:11]([C:14]#[N:15])[CH:12]=[CH:13][C:8]=2[O:7][CH2:6]1)(O)=O.C(N(CC)CC)C.ClC([O:26][CH:27](C)[CH3:28])=O.Cl.[NH2:31][CH2:32][C:33]1[CH:38]=[CH:37][C:36]([C:39]2[CH:44]=[CH:43][CH:42]=[CH:41][CH:40]=2)=[CH:35][CH:34]=1, predict the reaction product. The product is: [C:36]1([C:39]2[CH:40]=[CH:41][CH:42]=[CH:43][CH:44]=2)[CH:37]=[CH:38][C:33]([CH2:32][NH:31][C:27](=[O:26])[CH2:28][CH:6]2[CH2:5][C:9]3[CH:10]=[C:11]([C:14]#[N:15])[CH:12]=[CH:13][C:8]=3[O:7]2)=[CH:34][CH:35]=1. (3) Given the reactants [Cl:1][C:2]1[C:11]2[C:6](=[CH:7][CH:8]=[CH:9][C:10]=2[O:12][CH:13]2[CH2:18][CH2:17][N:16]([CH3:19])[CH2:15][CH2:14]2)[N:5]=[CH:4][N:3]=1.[Cl:20][C:21]1[CH:22]=[C:23]([CH:25]=[CH:26][C:27]=1[CH2:28][NH:29][C:30]1[CH:35]=[CH:34][CH:33]=[C:32]([F:36])[CH:31]=1)[NH2:24], predict the reaction product. The product is: [ClH:1].[Cl:20][C:21]1[CH:22]=[C:23]([CH:25]=[CH:26][C:27]=1[CH2:28][NH:29][C:30]1[CH:35]=[CH:34][CH:33]=[C:32]([F:36])[CH:31]=1)[NH:24][C:2]1[C:11]2[C:6](=[CH:7][CH:8]=[CH:9][C:10]=2[O:12][CH:13]2[CH2:18][CH2:17][N:16]([CH3:19])[CH2:15][CH2:14]2)[N:5]=[CH:4][N:3]=1. (4) Given the reactants [CH3:1][O:2][C:3]1[CH:4]=[C:5]([NH2:26])[CH:6]=[CH:7][C:8]=1[C:9]1[O:10][C:11]([C:14]2[C:15]([C:20]3[CH:25]=[CH:24][CH:23]=[CH:22][CH:21]=3)=[N:16][O:17][C:18]=2[CH3:19])=[N:12][N:13]=1.C(N(CC)C(C)C)(C)C.Br[CH2:37][CH:38]1[CH2:40][CH2:39]1.C[Si]([N-][Si](C)(C)C)(C)C.[K+], predict the reaction product. The product is: [CH:38]1([CH2:37][CH2:19][C:18]2[O:17][N:16]=[C:15]([C:20]3[CH:21]=[CH:22][CH:23]=[CH:24][CH:25]=3)[C:14]=2[C:11]2[O:10][C:9]([C:8]3[CH:7]=[CH:6][C:5]([NH2:26])=[CH:4][C:3]=3[O:2][CH3:1])=[N:13][N:12]=2)[CH2:40][CH2:39]1. (5) Given the reactants [OH:1][C@H:2]([C@@H:18]([NH:26][C:27](=[O:47])[C@@H:28]([N:33]1[CH2:37][CH2:36][N:35]([CH2:38][C:39]2[CH:44]=[CH:43][CH:42]=[C:41]([CH3:45])[N:40]=2)[C:34]1=[O:46])[C@@H:29]([CH3:32])[CH2:30][CH3:31])[CH2:19][C:20]1[CH:25]=[CH:24][CH:23]=[CH:22][CH:21]=1)[CH2:3][NH:4][NH:5][C:6]([C@@H:8]([NH:13][C:14](=[O:17])[O:15][CH3:16])[C@@H:9]([CH3:12])[CH2:10][CH3:11])=[O:7].[CH:48](=O)[C:49]1[CH:54]=[CH:53][C:52]([O:55][CH3:56])=[CH:51][CH:50]=1.C(O)(=O)C.C(O[BH-](OC(=O)C)OC(=O)C)(=O)C.[Na+], predict the reaction product. The product is: [OH:1][C@H:2]([C@@H:18]([NH:26][C:27](=[O:47])[C@@H:28]([N:33]1[CH2:37][CH2:36][N:35]([CH2:38][C:39]2[CH:44]=[CH:43][CH:42]=[C:41]([CH3:45])[N:40]=2)[C:34]1=[O:46])[C@@H:29]([CH3:32])[CH2:30][CH3:31])[CH2:19][C:20]1[CH:25]=[CH:24][CH:23]=[CH:22][CH:21]=1)[CH2:3][N:4]([CH2:48][C:49]1[CH:54]=[CH:53][C:52]([O:55][CH3:56])=[CH:51][CH:50]=1)[NH:5][C:6]([C@@H:8]([NH:13][C:14](=[O:17])[O:15][CH3:16])[C@@H:9]([CH3:12])[CH2:10][CH3:11])=[O:7]. (6) Given the reactants [CH2:1]1[C:9]2[C:4](=[CH:5][CH:6]=[CH:7][CH:8]=2)[CH2:3][C:2]1=O.[NH:11]1[CH2:15][CH2:14][CH2:13][CH2:12]1.C([BH3-])#N.[Na+].C(O)(=O)C, predict the reaction product. The product is: [CH2:1]1[C:9]2[C:4](=[CH:5][CH:6]=[CH:7][CH:8]=2)[CH2:3][CH:2]1[N:11]1[CH2:15][CH2:14][CH2:13][CH2:12]1. (7) Given the reactants Br[C:2]1[C:3]([C:25]#[N:26])=[C:4]([C:12]#[C:13][C:14]2[CH:19]=[CH:18][C:17]([NH:20][S:21]([CH3:24])(=[O:23])=[O:22])=[CH:16][CH:15]=2)[CH:5]=[C:6]([C:8]([CH3:11])([CH3:10])[CH3:9])[CH:7]=1.[CH2:27]([O:34][C:35]1[C:40](B(O)O)=[CH:39][CH:38]=[CH:37][N:36]=1)[C:28]1[CH:33]=[CH:32][CH:31]=[CH:30][CH:29]=1.C([O-])([O-])=O.[Na+].[Na+], predict the reaction product. The product is: [CH2:27]([O:34][C:35]1[C:40]([C:2]2[C:3]([C:25]#[N:26])=[C:4]([C:12]#[C:13][C:14]3[CH:15]=[CH:16][C:17]([NH:20][S:21]([CH3:24])(=[O:22])=[O:23])=[CH:18][CH:19]=3)[CH:5]=[C:6]([C:8]([CH3:10])([CH3:11])[CH3:9])[CH:7]=2)=[CH:39][CH:38]=[CH:37][N:36]=1)[C:28]1[CH:29]=[CH:30][CH:31]=[CH:32][CH:33]=1. (8) Given the reactants [Cl:1][C:2]1[N:3]=[C:4](Cl)[C:5]2[CH:10]=[CH:9][N:8]([S:11]([C:14]3[CH:20]=[CH:19][C:17]([CH3:18])=[CH:16][CH:15]=3)(=[O:13])=[O:12])[C:6]=2[N:7]=1.[CH3:22][N:23]1[C:31]2[C:26](=[CH:27][CH:28]=[C:29]([NH2:32])[CH:30]=2)[CH:25]=[N:24]1.CCN(C(C)C)C(C)C.CCOC(C)=O, predict the reaction product. The product is: [Cl:1][C:2]1[N:3]=[C:4]([NH:32][C:29]2[CH:30]=[C:31]3[C:26]([CH:25]=[N:24][N:23]3[CH3:22])=[CH:27][CH:28]=2)[C:5]2[CH:10]=[CH:9][N:8]([S:11]([C:14]3[CH:20]=[CH:19][C:17]([CH3:18])=[CH:16][CH:15]=3)(=[O:13])=[O:12])[C:6]=2[N:7]=1. (9) The product is: [O:1]1[CH:5]=[CH:4][C:3]([C:6]2[CH:7]=[C:8]([C:17]([F:18])([F:20])[F:19])[C:9]3[N:10]([CH:12]=[C:13]([CH2:15][O:16][S:31]([CH3:30])(=[O:33])=[O:32])[N:14]=3)[CH:11]=2)=[CH:2]1. Given the reactants [O:1]1[CH:5]=[CH:4][C:3]([C:6]2[CH:7]=[C:8]([C:17]([F:20])([F:19])[F:18])[C:9]3[N:10]([CH:12]=[C:13]([CH2:15][OH:16])[N:14]=3)[CH:11]=2)=[CH:2]1.C(N(CC)C(C)C)(C)C.[CH3:30][S:31](Cl)(=[O:33])=[O:32], predict the reaction product. (10) Given the reactants [C:1](Cl)(=O)[C:2]([Cl:4])=[O:3].[CH3:7][N:8]([C:10]1C=[CH:17][CH:16]=[CH:15][C:11]=1C(O)=O)[CH3:9], predict the reaction product. The product is: [CH3:7][N:8]([C:10]1[CH:11]=[CH:15][CH:16]=[CH:17][C:1]=1[C:2]([Cl:4])=[O:3])[CH3:9].